The task is: Predict which catalyst facilitates the given reaction.. This data is from Catalyst prediction with 721,799 reactions and 888 catalyst types from USPTO. (1) Reactant: [C:1]([C:4]1[NH:8][N:7]=[C:6]([O:9][S:10]([C:13]2[CH:18]=[CH:17][C:16]([CH3:19])=[CH:15][CH:14]=2)(=[O:12])=[O:11])[C:5]=1[C:20]1[CH:25]=[CH:24][CH:23]=[CH:22][C:21]=1[F:26])(=O)[CH3:2].[F:27][C:28]1[CH:37]=[CH:36][CH:35]=[CH:34][C:29]=1[C:30]([NH:32][NH2:33])=O. Product: [F:26][C:21]1[CH:22]=[CH:23][CH:24]=[CH:25][C:20]=1[C:5]1[C:6]([O:9][S:10]([C:13]2[CH:18]=[CH:17][C:16]([CH3:19])=[CH:15][CH:14]=2)(=[O:12])=[O:11])=[N:7][N:8]2[C:4]=1[C:1]([CH3:2])=[N:33][N:32]=[C:30]2[C:29]1[CH:34]=[CH:35][CH:36]=[CH:37][C:28]=1[F:27]. The catalyst class is: 113. (2) Reactant: [N:1]1[CH:6]=[CH:5][CH:4]=[C:3]([C:7]2[N:15]3[C:10]([CH2:11][CH2:12][CH2:13][CH2:14]3)=[C:9]([C:16]#[N:17])[CH:8]=2)[CH:2]=1.[OH:18]O.[OH-].[Na+]. Product: [N:1]1[CH:6]=[CH:5][CH:4]=[C:3]([C:7]2[N:15]3[C:10]([CH2:11][CH2:12][CH2:13][CH2:14]3)=[C:9]([C:16]([NH2:17])=[O:18])[CH:8]=2)[CH:2]=1. The catalyst class is: 24. (3) Reactant: [Br:1][C:2]1[CH:7]=[CH:6][C:5]([CH:8](Cl)[N:9]=[C:10]=[O:11])=[CH:4][CH:3]=1.[F:13][CH:14]([F:28])[C:15]1[CH:16]=[C:17]([NH:21][C:22]2[CH2:26][CH2:25][C:24](=[O:27])[CH:23]=2)[CH:18]=[CH:19][CH:20]=1.O. Product: [Br:1][C:2]1[CH:7]=[CH:6][C:5]([CH:8]2[NH:9][C:10](=[O:11])[N:21]([C:17]3[CH:18]=[CH:19][CH:20]=[C:15]([CH:14]([F:13])[F:28])[CH:16]=3)[C:22]3[CH2:26][CH2:25][C:24](=[O:27])[C:23]2=3)=[CH:4][CH:3]=1. The catalyst class is: 4.